This data is from Blood-brain barrier penetration binary classification data from Martins et al.. The task is: Regression/Classification. Given a drug SMILES string, predict its absorption, distribution, metabolism, or excretion properties. Task type varies by dataset: regression for continuous measurements (e.g., permeability, clearance, half-life) or binary classification for categorical outcomes (e.g., BBB penetration, CYP inhibition). Dataset: bbb_martins. (1) The molecule is O=C1NCNC1(c1ccccc1)c1ccccc1. The result is 1 (penetrates BBB). (2) The molecule is COCOC(=O)C1N2C(=O)C(N3C(=O)C(c4ccc(O)cc4)NC3(C)C)C2SC1(C)C. The result is 0 (does not penetrate BBB).